From a dataset of Forward reaction prediction with 1.9M reactions from USPTO patents (1976-2016). Predict the product of the given reaction. Given the reactants C[O:2][C:3](=[O:36])[CH2:4][C:5]1([CH:11]2[CH2:20][CH2:19][C:18]3[C:13](=[CH:14][C:15]([O:23][CH3:24])=[C:16]([O:21][CH3:22])[CH:17]=3)[CH:12]2[CH2:25][C:26]2[CH:31]=[CH:30][C:29]([O:32][CH3:33])=[C:28]([O:34][CH3:35])[CH:27]=2)[CH:10]=[CH:9][CH:8]=[CH:7][CH2:6]1.[OH-].[Na+], predict the reaction product. The product is: [CH3:35][O:34][C:28]1[CH:27]=[C:26]([CH:31]=[CH:30][C:29]=1[O:32][CH3:33])[CH2:25][CH:12]1[C:13]2[C:18](=[CH:17][C:16]([O:21][CH3:22])=[C:15]([O:23][CH3:24])[CH:14]=2)[CH2:19][CH2:20][CH:11]1[C:5]1([CH2:4][C:3]([OH:36])=[O:2])[CH:6]=[CH:7][CH:8]=[CH:9][CH2:10]1.